From a dataset of Forward reaction prediction with 1.9M reactions from USPTO patents (1976-2016). Predict the product of the given reaction. (1) Given the reactants [CH3:1][O:2][C:3]1[C:16]2[C:15]3[NH:14][CH2:13][CH2:12][CH2:11][C:10]=3[C:9](=[O:17])[N:8]([CH2:18][O:19][CH3:20])[C:7]=2[CH:6]=[C:5]([CH2:21][NH:22][N:23]2[CH2:28][CH2:27][O:26][CH2:25][CH2:24]2)[CH:4]=1.[C:29](=O)([O-])[O-].[K+].[K+].IC, predict the reaction product. The product is: [CH3:1][O:2][C:3]1[C:16]2[C:15]3[NH:14][CH2:13][CH2:12][CH2:11][C:10]=3[C:9](=[O:17])[N:8]([CH2:18][O:19][CH3:20])[C:7]=2[CH:6]=[C:5]([CH2:21][N:22]([CH3:29])[N:23]2[CH2:24][CH2:25][O:26][CH2:27][CH2:28]2)[CH:4]=1. (2) The product is: [Br:1][C:2]1[CH:3]=[C:4]([CH:5]2[C:33]3[C:34](=[O:36])[CH2:35][CH:30]([CH2:27][CH2:28][CH3:29])[CH2:31][C:32]=3[NH:26][C:22]([CH3:21])=[C:23]2[C:24]#[N:25])[CH:7]=[C:8]([OH:20])[C:9]=1[O:10][CH2:11][C:12]1[CH:17]=[CH:16][CH:15]=[C:14]([O:18][CH3:19])[CH:13]=1. Given the reactants [Br:1][C:2]1[CH:3]=[C:4]([CH:7]=[C:8]([OH:20])[C:9]=1[O:10][CH2:11][C:12]1[CH:17]=[CH:16][CH:15]=[C:14]([O:18][CH3:19])[CH:13]=1)[CH:5]=O.[CH3:21]/[C:22](/[NH2:26])=[CH:23]\[C:24]#[N:25].[CH2:27]([CH:30]1[CH2:35][C:34](=[O:36])[CH2:33][C:32](=O)[CH2:31]1)[CH2:28][CH3:29], predict the reaction product. (3) Given the reactants [C:1]([O:5][C:6]([N:8]1[CH2:13][CH2:12][CH:11]([CH:14]([OH:23])[C:15]2[CH:20]=[CH:19][C:18]([O:21][CH3:22])=[CH:17][CH:16]=2)[CH2:10][CH2:9]1)=[O:7])([CH3:4])([CH3:3])[CH3:2].C1C=C[NH+]=CC=1.[O-][Cr](Cl)(=O)=O, predict the reaction product. The product is: [C:1]([O:5][C:6]([N:8]1[CH2:13][CH2:12][CH:11]([C:14](=[O:23])[C:15]2[CH:16]=[CH:17][C:18]([O:21][CH3:22])=[CH:19][CH:20]=2)[CH2:10][CH2:9]1)=[O:7])([CH3:4])([CH3:3])[CH3:2]. (4) Given the reactants Cl.Cl.[NH2:3][CH:4]1[CH2:9][CH2:8][N:7]([CH2:10][C@H:11]2[N:22]3[C:23]4[C:14](=[C:15]([F:25])[CH:16]=[N:17][C:18]=4[CH:19]=[CH:20][C:21]3=[O:24])[O:13][CH2:12]2)[CH2:6][CH2:5]1.C(O)(=O)C.C([O-])(=O)C.[Na+].[O:35]1[C:44]2[CH:43]=[C:42]([CH:45]=O)[N:41]=[CH:40][C:39]=2[O:38][CH2:37][CH2:36]1, predict the reaction product. The product is: [NH3:3].[CH3:12][OH:13].[O:35]1[C:44]2[CH:43]=[C:42]([CH2:45][NH:3][CH:4]3[CH2:5][CH2:6][N:7]([CH2:10][C@H:11]4[N:22]5[C:23]6[C:14](=[C:15]([F:25])[CH:16]=[N:17][C:18]=6[CH:19]=[CH:20][C:21]5=[O:24])[O:13][CH2:12]4)[CH2:8][CH2:9]3)[N:41]=[CH:40][C:39]=2[O:38][CH2:37][CH2:36]1. (5) Given the reactants Br.Br[CH2:3][C:4]([C:6]1[CH:11]=[CH:10][N:9]=[CH:8][CH:7]=1)=O.[OH:12][C:13]1[CH:18]=[CH:17][CH:16]=[CH:15][C:14]=1[NH:19][C:20]([NH2:22])=[S:21].N, predict the reaction product. The product is: [N:9]1[CH:10]=[CH:11][C:6]([C:4]2[N:22]=[C:20]([NH:19][C:14]3[CH:15]=[CH:16][CH:17]=[CH:18][C:13]=3[OH:12])[S:21][CH:3]=2)=[CH:7][CH:8]=1.